The task is: Predict the reactants needed to synthesize the given product.. This data is from Full USPTO retrosynthesis dataset with 1.9M reactions from patents (1976-2016). (1) Given the product [C:1]([O:8][CH2:12][CH2:13][CH2:14][CH3:15])(=[O:7])[CH2:2][CH2:3][C:4]([CH3:6])=[O:5], predict the reactants needed to synthesize it. The reactants are: [C:1]([OH:8])(=[O:7])[CH2:2][CH2:3][C:4]([CH3:6])=[O:5].C(O)=O.[CH2:12]=[CH:13][CH2:14][CH3:15]. (2) Given the product [F:1][C:2]1[CH:3]=[CH:4][C:5]2[C@@H:11]3[CH2:12][N:13]([C:15]([O:17][C:18]([CH3:19])([CH3:20])[CH3:21])=[O:16])[CH2:14][C@H:10]3[CH2:9][N:8]([CH3:25])[C:7](=[O:22])[C:6]=2[CH:23]=1, predict the reactants needed to synthesize it. The reactants are: [F:1][C:2]1[CH:3]=[CH:4][C:5]2[C@@H:11]3[CH2:12][N:13]([C:15]([O:17][C:18]([CH3:21])([CH3:20])[CH3:19])=[O:16])[CH2:14][C@H:10]3[CH2:9][NH:8][C:7](=[O:22])[C:6]=2[CH:23]=1.I[CH3:25].[H-].[Na+].O. (3) Given the product [C:29]1([CH3:30])[CH:28]=[C:27]([CH3:31])[CH:26]=[C:25]([CH3:32])[C:24]=1[C:20]1[N:19]2[C:18]([CH:23]=[CH:22][CH:21]=1)=[C:5]([O:4][CH2:1][CH2:2][CH3:3])[CH:6]=[C:7]([C:13]([O:15][CH2:16][CH3:17])=[O:14])[C:8]2=[O:10], predict the reactants needed to synthesize it. The reactants are: [CH2:1]([O:4][CH:5]([C:18]1[CH:23]=[CH:22][CH:21]=[C:20]([C:24]2[C:29]([CH3:30])=[CH:28][C:27]([CH3:31])=[CH:26][C:25]=2[CH3:32])[N:19]=1)[CH:6]=[C:7]([C:13]([O:15][CH2:16][CH3:17])=[O:14])[C:8]([O:10]CC)=O)[CH2:2][CH3:3]. (4) Given the product [CH3:24][O:23][C:21](=[O:22])[C:20]1[CH:25]=[CH:26][CH:27]=[C:18]([S:15](=[O:16])(=[O:17])[NH:13][CH2:12][C:8]2([C:6]([O:5][C:1]([CH3:4])([CH3:3])[CH3:2])=[O:7])[CH2:9][CH2:10][CH2:11]2)[CH:19]=1, predict the reactants needed to synthesize it. The reactants are: [C:1]([O:5][C:6]([C:8]1([CH2:12][NH2:13])[CH2:11][CH2:10][CH2:9]1)=[O:7])([CH3:4])([CH3:3])[CH3:2].Cl[S:15]([C:18]1[CH:19]=[C:20]([CH:25]=[CH:26][CH:27]=1)[C:21]([O:23][CH3:24])=[O:22])(=[O:17])=[O:16]. (5) Given the product [NH2:23][C:21]1[S:22][CH:2]=[C:3]([C:5]2[CH:10]=[CH:9][C:8]([S:11]([NH:14][CH:15]3[CH2:19][CH2:18][CH2:17][CH2:16]3)(=[O:13])=[O:12])=[CH:7][CH:6]=2)[N:20]=1, predict the reactants needed to synthesize it. The reactants are: Br[CH2:2][C:3]([C:5]1[CH:10]=[CH:9][C:8]([S:11]([NH:14][CH:15]2[CH2:19][CH2:18][CH2:17][CH2:16]2)(=[O:13])=[O:12])=[CH:7][CH:6]=1)=O.[NH2:20][C:21]([NH2:23])=[S:22].CC([O-])=O.[Na+]. (6) Given the product [CH:15]1[C:14]2[CH:13]=[C:26]([NH:7][C:6](=[NH:8])[C:5]3[CH:9]=[CH:10][CH:11]=[C:3]([Cl:2])[CH:4]=3)[C:25]3[C:20](=[CH:21][CH:22]=[CH:23][CH:24]=3)[C:19]=2[CH:18]=[CH:17][CH:16]=1, predict the reactants needed to synthesize it. The reactants are: Cl.[Cl:2][C:3]1[CH:4]=[C:5]([CH:9]=[CH:10][CH:11]=1)[C:6]([NH2:8])=[NH:7].I[C:13]1[C:14]2[C:19]([C:20]3[CH:21]=[CH:22][CH:23]=[CH:24][C:25]=3[CH:26]=1)=[CH:18][CH:17]=[CH:16][CH:15]=2.C(=O)([O-])[O-].[Cs+].[Cs+].CN(C)CCN.